This data is from Catalyst prediction with 721,799 reactions and 888 catalyst types from USPTO. The task is: Predict which catalyst facilitates the given reaction. (1) Reactant: [CH2:1](Br)[CH:2]([CH3:4])[CH3:3].[Cl:6][C:7]1[CH:8]=[C:9]([CH:12]=[CH:13][C:14]=1[OH:15])[CH:10]=[O:11].C(=O)([O-])[O-].[K+].[K+]. Product: [Cl:6][C:7]1[CH:8]=[C:9]([CH2:10][OH:11])[CH:12]=[CH:13][C:14]=1[O:15][CH2:1][CH:2]([CH3:4])[CH3:3]. The catalyst class is: 35. (2) Reactant: [CH3:1][O:2][C:3](=[O:12])[C:4]1[CH:9]=[CH:8][C:7]([NH2:10])=[CH:6][C:5]=1[Cl:11].Cl[CH2:14][CH2:15][N:16]=[C:17]=[S:18]. Product: [CH3:1][O:2][C:3](=[O:12])[C:4]1[CH:9]=[CH:8][C:7]([NH:10][C:17]2[S:18][CH2:14][CH2:15][N:16]=2)=[CH:6][C:5]=1[Cl:11]. The catalyst class is: 1. (3) Reactant: Cl.[NH:2]1[CH2:6][CH2:5][CH2:4][CH2:3]1.[O:7]1[C:11]2([CH2:16][CH2:15][C:14](=O)[CH2:13][CH2:12]2)[O:10][CH2:9][CH2:8]1.[C-:18]#[N:19].[K+]. Product: [N:2]1([C:14]2([C:18]#[N:19])[CH2:15][CH2:16][C:11]3([O:10][CH2:9][CH2:8][O:7]3)[CH2:12][CH2:13]2)[CH2:6][CH2:5][CH2:4][CH2:3]1. The catalyst class is: 24. (4) Reactant: [CH2:1]([C@@H:5]1[CH2:9][N:8]([CH:10]2[CH2:15][CH2:14][O:13][CH2:12][CH2:11]2)[C:7](=[O:16])[N:6]1[CH:17]1[CH2:22][CH2:21][NH:20][CH2:19][CH2:18]1)[CH:2]([CH3:4])[CH3:3].[CH:23]1([NH:26][C:27](=[O:44])[C:28]2[CH:33]=[CH:32][C:31]([O:34][C:35]3[CH:40]=[CH:39][C:38]([CH:41]=O)=[C:37]([CH3:43])[N:36]=3)=[CH:30][CH:29]=2)[CH2:25][CH2:24]1.C(O[BH-](OC(=O)C)OC(=O)C)(=O)C.[Na+]. Product: [CH:23]1([NH:26][C:27](=[O:44])[C:28]2[CH:29]=[CH:30][C:31]([O:34][C:35]3[CH:40]=[CH:39][C:38]([CH2:41][N:20]4[CH2:19][CH2:18][CH:17]([N:6]5[C@H:5]([CH2:1][CH:2]([CH3:4])[CH3:3])[CH2:9][N:8]([CH:10]6[CH2:11][CH2:12][O:13][CH2:14][CH2:15]6)[C:7]5=[O:16])[CH2:22][CH2:21]4)=[C:37]([CH3:43])[N:36]=3)=[CH:32][CH:33]=2)[CH2:25][CH2:24]1. The catalyst class is: 2. (5) Reactant: COC(=O)C1C=CC([O:10][CH2:11][CH2:12][C:13]2[N:14]=[C:15]([C:19]3[CH:24]=[CH:23][C:22]([C:25]([F:28])([F:27])[F:26])=[CH:21][CH:20]=3)[S:16][C:17]=2[CH3:18])=CC=1.[NH2:30][NH2:31].[CH3:32][OH:33]. Product: [CH3:18][C:17]1[S:16][C:15]([C:19]2[CH:20]=[CH:21][C:22]([C:25]([F:27])([F:26])[F:28])=[CH:23][CH:24]=2)=[N:14][C:13]=1[CH2:12][CH2:11][O:10][C:19]1[CH:24]=[CH:23][CH:22]=[CH:21][C:20]=1[C:32]([NH:30][NH2:31])=[O:33]. The catalyst class is: 6. (6) The catalyst class is: 5. Product: [Cl-:1].[CH2:6]([N+:8]([CH2:2][CH2:3][CH2:4][OH:5])([CH3:10])[CH3:9])[CH3:7]. Reactant: [Cl:1][CH2:2][CH2:3][CH2:4][OH:5].[CH2:6]([N:8]([CH3:10])[CH3:9])[CH3:7].C. (7) Reactant: [C:1](Cl)(=O)C.[Br:5][C:6]1[C:7]([C:14]([OH:16])=[O:15])=[N:8][C:9]([S:12][CH3:13])=[N:10][CH:11]=1.C(=O)([O-])O.[Na+]. Product: [CH3:1][O:15][C:14]([C:7]1[C:6]([Br:5])=[CH:11][N:10]=[C:9]([S:12][CH3:13])[N:8]=1)=[O:16]. The catalyst class is: 5.